This data is from Peptide-MHC class I binding affinity with 185,985 pairs from IEDB/IMGT. The task is: Regression. Given a peptide amino acid sequence and an MHC pseudo amino acid sequence, predict their binding affinity value. This is MHC class I binding data. The peptide sequence is PSYQLPLPM. The MHC is HLA-A02:01 with pseudo-sequence HLA-A02:01. The binding affinity (normalized) is 0.0847.